From a dataset of Reaction yield outcomes from USPTO patents with 853,638 reactions. Predict the reaction yield, written as a fraction of the theoretical maximum amount of product (1.0 means a 100% yield; for example, 0.34 means a 34% yield). (1) The product is [Br:13][C:10]1[CH:11]=[CH:12][C:4]2[C:3]3[N:19]=[C:17]([NH:16][NH2:15])[S:18][C:2]=3[CH2:8][CH2:7][O:6][C:5]=2[CH:9]=1. The reactants are Br[CH:2]1[CH2:8][CH2:7][O:6][C:5]2[CH:9]=[C:10]([Br:13])[CH:11]=[CH:12][C:4]=2[C:3]1=O.[NH2:15][NH:16][C:17]([NH2:19])=[S:18]. The yield is 0.700. No catalyst specified. (2) The reactants are C([SiH](CC)CC)C.[F:8][C:9]([F:36])([F:35])[C:10]1[CH:11]=[C:12]([CH:32]=[CH:33][CH:34]=1)[CH2:13][C:14]1[O:15][C:16]2[C:22]([C:23]3[CH:24]=[C:25]([CH:29]=[CH:30][CH:31]=3)[C:26]([OH:28])=[O:27])=[CH:21][CH:20]=[CH:19][C:17]=2[CH:18]=1. The catalyst is FC(F)(F)C(O)=O. The product is [F:35][C:9]([F:8])([F:36])[C:10]1[CH:11]=[C:12]([CH:32]=[CH:33][CH:34]=1)[CH2:13][CH:14]1[CH2:18][C:17]2[CH:19]=[CH:20][CH:21]=[C:22]([C:23]3[CH:24]=[C:25]([CH:29]=[CH:30][CH:31]=3)[C:26]([OH:28])=[O:27])[C:16]=2[O:15]1. The yield is 0.800. (3) The reactants are [F:1][C:2]1[CH:7]=[CH:6][C:5]([CH:8]2[O:12]C(=O)[N:10]([C:14]([O:16][C:17]([CH3:20])([CH3:19])[CH3:18])=[O:15])[CH:9]2[CH2:21][C:22]2[O:23][C:24]([C:27]([F:30])([F:29])[F:28])=[CH:25][CH:26]=2)=[CH:4][CH:3]=1.[OH-].[Na+].O. The catalyst is CO. The product is [F:1][C:2]1[CH:7]=[CH:6][C:5]([CH:8]([OH:12])[CH:9]([NH:10][C:14](=[O:15])[O:16][C:17]([CH3:18])([CH3:20])[CH3:19])[CH2:21][C:22]2[O:23][C:24]([C:27]([F:30])([F:29])[F:28])=[CH:25][CH:26]=2)=[CH:4][CH:3]=1. The yield is 1.00. (4) The reactants are [F:1][C:2]1[C:7]([C:8]2[CH:13]=[CH:12][CH:11]=[C:10]([CH3:14])[CH:9]=2)=[C:6]([CH:15]([O:29][CH2:30][CH2:31][OH:32])[C@@H:16]2[CH2:21][CH2:20][CH2:19][N:18]([C:22]([O:24][C:25]([CH3:28])([CH3:27])[CH3:26])=[O:23])[CH2:17]2)[CH:5]=[CH:4][CH:3]=1.CCN(CC)CC.[CH3:40][S:41](Cl)(=[O:43])=[O:42].O. The catalyst is C(Cl)Cl. The product is [F:1][C:2]1[C:7]([C:8]2[CH:13]=[CH:12][CH:11]=[C:10]([CH3:14])[CH:9]=2)=[C:6]([CH:15]([O:29][CH2:30][CH2:31][O:32][S:41]([CH3:40])(=[O:43])=[O:42])[C@@H:16]2[CH2:21][CH2:20][CH2:19][N:18]([C:22]([O:24][C:25]([CH3:26])([CH3:27])[CH3:28])=[O:23])[CH2:17]2)[CH:5]=[CH:4][CH:3]=1. The yield is 0.940.